Dataset: Experimentally validated miRNA-target interactions with 360,000+ pairs, plus equal number of negative samples. Task: Binary Classification. Given a miRNA mature sequence and a target amino acid sequence, predict their likelihood of interaction. The miRNA is mmu-miR-532-3p with sequence CCUCCCACACCCAAGGCUUGCA. The protein sequence of the target gene is MEYPWDDLTLAFSRTSMFPFFDIAHYLVSVMALKQRPGAVAAAWNNPLASWLSAMLHCFGGGILSCMLLAESPLKFLTNHTNILLASSIWYIVFFCPRDLVSQGYSYQPIQFLAAGMKEVTRTWKIVGGVSDANSYYRNAWIVMIVVGWARGAGGAVVTACEQLLKGDWKPEGDEWLKMSFPCKITLLGSIMFTFQHTRHLAISKHDLMFLYTIFLVTIKVTMMMTKDTAVTLTPFEDTLTRMLFGRRQQQQFSSSEKKTEVKPSSNGSASSASKRGAEPSGGAKRHAKKED. Result: 1 (interaction).